From a dataset of Forward reaction prediction with 1.9M reactions from USPTO patents (1976-2016). Predict the product of the given reaction. (1) Given the reactants [CH3:1][O:2][C:3]1[CH:4]=[CH:5][C:6]2[N:10]=[C:9]([CH2:11][CH2:12][NH2:13])[NH:8][C:7]=2[CH:14]=1.Cl[C:16]1[CH:21]=[C:20]([C:22]2[CH:27]=[CH:26][CH:25]=[C:24]([CH3:28])[C:23]=2[CH3:29])[N:19]=[C:18]([NH2:30])[N:17]=1, predict the reaction product. The product is: [CH3:29][C:23]1[C:24]([CH3:28])=[CH:25][CH:26]=[CH:27][C:22]=1[C:20]1[N:19]=[C:18]([NH2:30])[N:17]=[C:16]([NH:13][CH2:12][CH2:11][C:9]2[NH:8][C:7]3[CH:14]=[C:3]([O:2][CH3:1])[CH:4]=[CH:5][C:6]=3[N:10]=2)[CH:21]=1. (2) Given the reactants C[O:2][C:3](=[O:28])[C@H:4]([CH2:20][C:21]1[CH:26]=[CH:25][C:24]([NH2:27])=[CH:23][CH:22]=1)[NH:5][C:6]([C:8]1([CH2:13][C:14]2[CH:19]=[CH:18][CH:17]=[CH:16][CH:15]=2)[CH2:12][CH2:11][CH2:10][CH2:9]1)=[O:7].[N:29]1[C:38]2[C:33](=[CH:34][CH:35]=[CH:36][CH:37]=2)[C:32]([C:39]([OH:41])=O)=[CH:31][CH:30]=1.CN(C(ON1N=NC2C=CC=CC1=2)=[N+](C)C)C.F[P-](F)(F)(F)(F)F.C(N(C(C)C)CC)(C)C.[OH-].[Na+], predict the reaction product. The product is: [C:14]1([CH2:13][C:8]2([C:6]([NH:5][C@H:4]([C:3]([OH:28])=[O:2])[CH2:20][C:21]3[CH:22]=[CH:23][C:24]([NH:27][C:39]([C:32]4[C:33]5[C:38](=[CH:37][CH:36]=[CH:35][CH:34]=5)[N:29]=[CH:30][CH:31]=4)=[O:41])=[CH:25][CH:26]=3)=[O:7])[CH2:12][CH2:11][CH2:10][CH2:9]2)[CH:19]=[CH:18][CH:17]=[CH:16][CH:15]=1. (3) Given the reactants [C:1]([O:5][C:6](=[O:30])[C@@H:7]([NH2:29])[CH2:8][S:9][C:10]([C:23]1[CH:28]=[CH:27][CH:26]=[CH:25][CH:24]=1)([C:17]1[CH:22]=[CH:21][CH:20]=[CH:19][CH:18]=1)[C:11]1[CH:16]=[CH:15][CH:14]=[CH:13][CH:12]=1)([CH3:4])([CH3:3])[CH3:2].[C:31](=N)([C:38]1[CH:43]=[CH:42][CH:41]=[CH:40][CH:39]=1)[C:32]1[CH:37]=[CH:36][CH:35]=[CH:34][CH:33]=1, predict the reaction product. The product is: [C:1]([O:5][C:6](=[O:30])[C@@H:7]([N:29]=[C:31]([C:32]1[CH:37]=[CH:36][CH:35]=[CH:34][CH:33]=1)[C:38]1[CH:43]=[CH:42][CH:41]=[CH:40][CH:39]=1)[CH2:8][S:9][C:10]([C:23]1[CH:28]=[CH:27][CH:26]=[CH:25][CH:24]=1)([C:11]1[CH:16]=[CH:15][CH:14]=[CH:13][CH:12]=1)[C:17]1[CH:18]=[CH:19][CH:20]=[CH:21][CH:22]=1)([CH3:4])([CH3:2])[CH3:3].